Dataset: Reaction yield outcomes from USPTO patents with 853,638 reactions. Task: Predict the reaction yield, written as a fraction of the theoretical maximum amount of product (1.0 means a 100% yield; for example, 0.34 means a 34% yield). (1) The reactants are C([NH:8][C:9]1[C:10]([CH3:28])=[C:11]([CH3:27])[C:12]2[O:16][CH:15]=[C:14]([C:17]3[CH:22]=[CH:21][C:20]([CH2:23][CH3:24])=[CH:19][CH:18]=3)[C:13]=2[C:25]=1[CH3:26])C1C=CC=CC=1. The catalyst is C(OCC)(=O)C.CCCCCC. The product is [CH2:23]([C:20]1[CH:21]=[CH:22][C:17]([C:14]2[C:13]3[C:25]([CH3:26])=[C:9]([NH2:8])[C:10]([CH3:28])=[C:11]([CH3:27])[C:12]=3[O:16][CH:15]=2)=[CH:18][CH:19]=1)[CH3:24]. The yield is 0.850. (2) The reactants are C([O:8][C:9]1[CH:10]=[C:11]([C:23]2([C:26]#[N:27])[CH2:25][CH2:24]2)[CH:12]=[CH:13][C:14]=1[O:15]CC1C=CC=CC=1)C1C=CC=CC=1. The catalyst is CO.[Pd]. The product is [OH:8][C:9]1[CH:10]=[C:11]([C:23]2([C:26]#[N:27])[CH2:24][CH2:25]2)[CH:12]=[CH:13][C:14]=1[OH:15]. The yield is 0.920. (3) The reactants are BrC1C=NC=C([O:8][CH2:9][C@@H:10]2[CH2:14][CH2:13][CH2:12][N:11]2[CH3:15])C=1.[CH:33]1[CH:34]=[CH:29]C(P([C:29]2[CH:34]=[CH:33][CH:32]=[CH:31]C=2)[C:33]2[CH:34]=[CH:29]C=[CH:31][CH:32]=2)=[CH:31][CH:32]=1.[C:35]([Si:37]([CH3:40])([CH3:39])[CH3:38])#[CH:36].[NH4+:41].[Cl-]. The catalyst is C(N(CC)CC)C.[Cu]I.Cl[Pd](Cl)([P](C1C=CC=CC=1)(C1C=CC=CC=1)C1C=CC=CC=1)[P](C1C=CC=CC=1)(C1C=CC=CC=1)C1C=CC=CC=1. The yield is 0.860. The product is [CH3:15][N:11]1[CH2:12][CH2:13][CH2:14][C@H:10]1[CH2:9][O:8][C:29]1[CH:34]=[CH:33][C:32]([C:36]#[C:35][Si:37]([CH3:40])([CH3:39])[CH3:38])=[CH:31][N:41]=1.